From a dataset of Reaction yield outcomes from USPTO patents with 853,638 reactions. Predict the reaction yield, written as a fraction of the theoretical maximum amount of product (1.0 means a 100% yield; for example, 0.34 means a 34% yield). (1) The product is [Cl:1][C:2]1[CH:3]=[CH:4][C:5]2[N:6]([CH:10]=[C:11]([CH:13]3[CH2:15][CH2:14]3)[N:8]=2)[N:7]=1. The catalyst is C(COC)OC. The yield is 0.420. The reactants are [Cl:1][C:2]1[N:7]=[N:6][C:5]([NH2:8])=[CH:4][CH:3]=1.Br[CH2:10][C:11]([CH:13]1[CH2:15][CH2:14]1)=O. (2) The reactants are [C:1]([CH2:3][C:4]1([N:19]2[CH:23]=[C:22]([C:24]3[C:25]4[CH:32]=[CH:31][N:30]([CH2:33][O:34][CH2:35][CH2:36][Si:37]([CH3:40])([CH3:39])[CH3:38])[C:26]=4[N:27]=[CH:28][N:29]=3)[CH:21]=[N:20]2)[CH2:7][N:6]([C:8]2[CH:17]=[CH:16][C:11]([C:12]([O:14]C)=[O:13])=[C:10]([F:18])[CH:9]=2)[CH2:5]1)#[N:2].[OH-].[Li+].Cl. The catalyst is O1CCCC1.O. The product is [C:1]([CH2:3][C:4]1([N:19]2[CH:23]=[C:22]([C:24]3[C:25]4[CH:32]=[CH:31][N:30]([CH2:33][O:34][CH2:35][CH2:36][Si:37]([CH3:38])([CH3:40])[CH3:39])[C:26]=4[N:27]=[CH:28][N:29]=3)[CH:21]=[N:20]2)[CH2:5][N:6]([C:8]2[CH:17]=[CH:16][C:11]([C:12]([OH:14])=[O:13])=[C:10]([F:18])[CH:9]=2)[CH2:7]1)#[N:2]. The yield is 0.771.